The task is: Regression. Given two drug SMILES strings and cell line genomic features, predict the synergy score measuring deviation from expected non-interaction effect.. This data is from NCI-60 drug combinations with 297,098 pairs across 59 cell lines. (1) Drug 1: CC1C(C(CC(O1)OC2CC(CC3=C2C(=C4C(=C3O)C(=O)C5=C(C4=O)C(=CC=C5)OC)O)(C(=O)CO)O)N)O.Cl. Drug 2: C1=CC(=CC=C1CCC2=CNC3=C2C(=O)NC(=N3)N)C(=O)NC(CCC(=O)O)C(=O)O. Cell line: NCIH23. Synergy scores: CSS=11.4, Synergy_ZIP=-3.35, Synergy_Bliss=3.50, Synergy_Loewe=6.98, Synergy_HSA=4.84. (2) Drug 1: C1=CC(=CC=C1CCCC(=O)O)N(CCCl)CCCl. Drug 2: CC12CCC3C(C1CCC2O)C(CC4=C3C=CC(=C4)O)CCCCCCCCCS(=O)CCCC(C(F)(F)F)(F)F. Cell line: MDA-MB-435. Synergy scores: CSS=-3.38, Synergy_ZIP=-1.30, Synergy_Bliss=-7.35, Synergy_Loewe=-7.13, Synergy_HSA=-7.74.